This data is from CYP2C19 inhibition data for predicting drug metabolism from PubChem BioAssay. The task is: Regression/Classification. Given a drug SMILES string, predict its absorption, distribution, metabolism, or excretion properties. Task type varies by dataset: regression for continuous measurements (e.g., permeability, clearance, half-life) or binary classification for categorical outcomes (e.g., BBB penetration, CYP inhibition). Dataset: cyp2c19_veith. The drug is C[C@@H]1CCCN(C[C@@H](O)CN2CCCc3ccccc32)C1. The result is 0 (non-inhibitor).